This data is from Catalyst prediction with 721,799 reactions and 888 catalyst types from USPTO. The task is: Predict which catalyst facilitates the given reaction. (1) Reactant: [CH3:1][N:2]1[C:6]([C:7]2[CH:12]=[CH:11][C:10]([NH:13][C:14]3[N:15]=[CH:16][C:17]4[C:22]([CH:23]=3)=[CH:21][C:20]([C:24]3[CH:25]=[CH:26][C:27]([N:30](C)[C:31](=O)OC(C)(C)C)=[N:28][CH:29]=3)=[CH:19][CH:18]=4)=[C:9]([O:39][CH3:40])[CH:8]=2)=[CH:5][N:4]=[C:3]1[CH3:41].C(O)(C(F)(F)F)=O. Product: [CH3:1][N:2]1[C:6]([C:7]2[CH:12]=[CH:11][C:10]([NH:13][C:14]3[N:15]=[CH:16][C:17]4[C:22]([CH:23]=3)=[CH:21][C:20]([C:24]3[CH:29]=[N:28][C:27]([NH:30][CH3:31])=[CH:26][CH:25]=3)=[CH:19][CH:18]=4)=[C:9]([O:39][CH3:40])[CH:8]=2)=[CH:5][N:4]=[C:3]1[CH3:41]. The catalyst class is: 2. (2) Reactant: [CH:1]1([N:4]2[C:13]([CH3:18])([C:14](Cl)(Cl)Cl)[C:12]3[C:7](=[CH:8][CH:9]=[CH:10][CH:11]=3)[NH:6][C:5]2=[O:19])[CH2:3][CH2:2]1.C(N(CC)CC)C. Product: [NH3:4].[CH:1]1([N:4]2[C:13]([CH3:14])([CH3:18])[C:12]3[C:7](=[CH:8][CH:9]=[CH:10][CH:11]=3)[NH:6][C:5]2=[O:19])[CH2:3][CH2:2]1. The catalyst class is: 43.